This data is from Catalyst prediction with 721,799 reactions and 888 catalyst types from USPTO. The task is: Predict which catalyst facilitates the given reaction. Reactant: [C:1]([C:4]1[CH:5]=[C:6]2[C:11](=[CH:12][C:13]=1[C:14]([F:17])([F:16])[F:15])[NH:10][C:9](=[O:18])[N:8]([NH:19][S:20]([CH3:23])(=[O:22])=[O:21])[C:7]2=[O:24])(=[O:3])[CH3:2].CO.[BH4-].[Na+]. Product: [OH:3][CH:1]([C:4]1[CH:5]=[C:6]2[C:11](=[CH:12][C:13]=1[C:14]([F:16])([F:15])[F:17])[NH:10][C:9](=[O:18])[N:8]([NH:19][S:20]([CH3:23])(=[O:21])=[O:22])[C:7]2=[O:24])[CH3:2]. The catalyst class is: 1.